Predict the reaction yield, written as a fraction of the theoretical maximum amount of product (1.0 means a 100% yield; for example, 0.34 means a 34% yield). From a dataset of Reaction yield outcomes from USPTO patents with 853,638 reactions. (1) The reactants are CCN(C(C)C)C(C)C.[C:10]1([C:16]2[NH:20][N:19]=[C:18]([C:21]([NH:23][CH2:24][C:25]([OH:27])=O)=[O:22])[CH:17]=2)[CH:15]=[CH:14][CH:13]=[CH:12][CH:11]=1.C1C=CC2N(O)N=NC=2C=1.CCN=C=NCCCN(C)C.Cl.Cl.Cl.[NH:52]1[CH2:57][CH2:56][CH:55]([NH:58][C:59]2[CH:60]=[C:61]([CH:64]=[CH:65][CH:66]=2)[C:62]#[N:63])[CH2:54][CH2:53]1. The catalyst is CN(C=O)C.O. The product is [C:62]([C:61]1[CH:60]=[C:59]([NH:58][CH:55]2[CH2:56][CH2:57][N:52]([C:25](=[O:27])[CH2:24][NH:23][C:21]([C:18]3[CH:17]=[C:16]([C:10]4[CH:11]=[CH:12][CH:13]=[CH:14][CH:15]=4)[NH:20][N:19]=3)=[O:22])[CH2:53][CH2:54]2)[CH:66]=[CH:65][CH:64]=1)#[N:63]. The yield is 0.420. (2) The reactants are [OH:1][CH:2]([C:6]1[CH:11]=[CH:10][C:9]([C:12]2[N:16]=[C:15]([C:17]3[O:21][N:20]=[C:19]([C:22]4[CH:27]=[CH:26][CH:25]=[CH:24][CH:23]=4)[C:18]=3[C:28]([F:31])([F:30])[F:29])[O:14][N:13]=2)=[CH:8][CH:7]=1)[C:3](O)=[O:4].CN1CCOCC1.Cl.[NH2:40][CH2:41][CH2:42][C:43]([O:45][C:46]([CH3:49])([CH3:48])[CH3:47])=[O:44].CN(C(ON1N=NC2C=CC=NC1=2)=[N+](C)C)C.F[P-](F)(F)(F)(F)F. The catalyst is CN(C=O)C.[Cl-].[Na+].O.CCOC(C)=O. The product is [OH:1][CH:2]([C:6]1[CH:11]=[CH:10][C:9]([C:12]2[N:16]=[C:15]([C:17]3[O:21][N:20]=[C:19]([C:22]4[CH:23]=[CH:24][CH:25]=[CH:26][CH:27]=4)[C:18]=3[C:28]([F:29])([F:30])[F:31])[O:14][N:13]=2)=[CH:8][CH:7]=1)[C:3]([NH:40][CH2:41][CH2:42][C:43]([O:45][C:46]([CH3:49])([CH3:48])[CH3:47])=[O:44])=[O:4]. The yield is 0.940.